From a dataset of Forward reaction prediction with 1.9M reactions from USPTO patents (1976-2016). Predict the product of the given reaction. Given the reactants [N+:1]([C:4]1[CH:9]=[CH:8][CH:7]=[CH:6][C:5]=1[S:10]([NH:13][CH2:14][CH2:15][NH2:16])(=[O:12])=[O:11])([O-:3])=[O:2].[OH:17][CH2:18][C:19]([CH3:24])([CH3:23])[C:20](O)=[O:21].CCN=C=NCCCN(C)C.C1C=CC2N(O)N=NC=2C=1, predict the reaction product. The product is: [OH:21][CH2:20][C:19]([CH3:24])([CH3:23])[C:18]([NH:16][CH2:15][CH2:14][NH:13][S:10]([C:5]1[CH:6]=[CH:7][CH:8]=[CH:9][C:4]=1[N+:1]([O-:3])=[O:2])(=[O:12])=[O:11])=[O:17].